Dataset: Reaction yield outcomes from USPTO patents with 853,638 reactions. Task: Predict the reaction yield, written as a fraction of the theoretical maximum amount of product (1.0 means a 100% yield; for example, 0.34 means a 34% yield). (1) The reactants are [CH3:1][C:2]1[CH:10]=[C:9]([Br:11])[CH:8]=[CH:7][C:3]=1[C:4]([OH:6])=[O:5].[CH2:12](O)[C:13]1[CH:18]=[CH:17][CH:16]=[CH:15][CH:14]=1.N1C=CC=CC=1. The catalyst is O=S(Cl)Cl. The product is [Br:11][C:9]1[CH:8]=[CH:7][C:3]([C:4]([O:6][CH2:12][C:13]2[CH:18]=[CH:17][CH:16]=[CH:15][CH:14]=2)=[O:5])=[C:2]([CH3:1])[CH:10]=1. The yield is 0.800. (2) The reactants are [C:1]([OH:5])(=[O:4])[CH2:2][OH:3].C([N:10]([C:16]([O:18][CH2:19][C:20]1[CH:25]=[CH:24][CH:23]=[CH:22][CH:21]=1)=[O:17])[CH2:11][CH2:12][C:13]([OH:15])=[O:14])(C)(C)C. The catalyst is C(O)=O. The product is [C:1]([OH:5])(=[O:4])[CH2:2][OH:3].[C:16]([NH:10][CH2:11][CH2:12][C:13]([OH:15])=[O:14])([O:18][CH2:19][C:20]1[CH:25]=[CH:24][CH:23]=[CH:22][CH:21]=1)=[O:17]. The yield is 0.800.